This data is from Human Reference Interactome with 51,813 positive PPI pairs across 8,248 proteins, plus equal number of experimentally-validated negative pairs. The task is: Binary Classification. Given two protein amino acid sequences, predict whether they physically interact or not. (1) Protein 1 (ENSG00000228075) has sequence MADGGGGGSGGAGPASTRASGGGGPINPASLPPGDPQLIAIIVGQLKSRGLFDSFRRDCKADVDTKPAYQNLSQKADNFVSTHLDKQEWNPPANDNQLHDGLRQSVVQSGRSEAGVDRISSQVVDPKLNHIFRPQIEQIIHEFLVAQKEAAVPALPPEPEGQDPPAPSQDTS*. Protein 2 (ENSG00000168792) has sequence MPPWGAALALILAVLALLGLLGPRLRGPWGRAVGERTLPGAQDRDDGEEADGGGPADQFSDGREPLPGGCSLVCKPSALAQCLLRALRRSEALEAGPRSWFSGPHLQTLCHFVLPVAPGPELAREYLQLADDGLVALDWVVGPCVRGRRITSAGGLPAVLLVIPNAWGRLTRNVLGLCLLALERGYYPVIFHRRGHHGCPLVSPRLQPFGDPSDLKEAVTYIRFRHPAAPLFAVSEGSGSALLLSYLGECGSSSYVTGAACISPVLRCREWFEAGLPWPYERGFLLHQKIALSRYATALE.... Result: 0 (the proteins do not interact). (2) Protein 1 (ENSG00000136448) has sequence MADESETAVKPPAPPLPQMMEGNGNGHEHCSDCENEEDNSYNRGGLSPANDTGAKKKKKKQKKKKEKGSETDSAQDQPVKMNSLPAERIQEIQKAIELFSVGQGPAKTMEEASKRSYQFWDTQPVPKLGEVVNTHGPVEPDKDNIRQEPYTLPQGFTWDALDLGDRGVLKELYTLLNENYVEDDDNMFRFDYSPEFLLWALRPPGWLPQWHCGVRVVSSRKLVGFISAIPANIHIYDTEKKMVEINFLCVHKKLRSKRVAPVLIREITRRVHLEGIFQAVYTAGVVLPKPVGTCRYWHRS.... Protein 2 (ENSG00000174429) has sequence MAPGEKESGEGPAKSALRKIRTATLVISLARGWQQWANENSIRQAQEPTGWLPGGTQDSPQAPKPITPPTSHQKAQSAPKSPPRLPEGHGDGQSSEKAPEVSHIKKKEVSKTVVSKTYERGGDVSHLSHRYERDAGVLEPGQPENDIDRILHSHGSPTRRRKCANLVSELTKGWRVMEQEEPTWRSDSVDTEDSGYGGEAEERPEQDGVQVAVVRIKRPLPSQVNRFTEKLNCKAQQKYSPVGNLKGRWQQWADEHIQSQKLNPFSEEFDYELAMSTRLHKGDEGYGRPKEGTKTAERAK.... Result: 0 (the proteins do not interact).